From a dataset of Reaction yield outcomes from USPTO patents with 853,638 reactions. Predict the reaction yield, written as a fraction of the theoretical maximum amount of product (1.0 means a 100% yield; for example, 0.34 means a 34% yield). (1) The reactants are [CH2:1]([C:3]([C:7]1[CH:12]=[CH:11][C:10]([NH:13][C:14](=[O:16])[CH3:15])=[C:9]([OH:17])[CH:8]=1)(O)[CH2:4][CH3:5])[CH3:2].[NH:18]1[C:26]2[C:21](=[CH:22][CH:23]=[CH:24][C:25]=2[NH:27][S:28]([CH3:31])(=[O:30])=[O:29])[CH:20]=[CH:19]1.C(O)(C(F)(F)F)=O. The catalyst is C(Cl)Cl. The product is [CH2:1]([C:3]([C:7]1[CH:12]=[CH:11][C:10]([NH:13][C:14](=[O:16])[CH3:15])=[C:9]([OH:17])[CH:8]=1)([C:20]1[C:21]2[C:26](=[C:25]([NH:27][S:28]([CH3:31])(=[O:29])=[O:30])[CH:24]=[CH:23][CH:22]=2)[NH:18][CH:19]=1)[CH2:4][CH3:5])[CH3:2]. The yield is 0.880. (2) The reactants are [OH:1][C:2]1[CH:3]=[CH:4][C:5]([N+:10]([O-:12])=[O:11])=[C:6]([CH:9]=1)[CH:7]=[O:8].[CH2:13](O)[CH2:14][CH2:15][CH2:16][CH2:17][CH2:18][CH3:19].C1(P(C2C=CC=CC=2)C2C=CC=CC=2)C=CC=CC=1.C(OC(N=NC(OC(C)(C)C)=O)=O)(C)(C)C. The catalyst is C1COCC1. The product is [CH2:13]([O:1][C:2]1[CH:3]=[CH:4][C:5]([N+:10]([O-:12])=[O:11])=[C:6]([CH:9]=1)[CH:7]=[O:8])[CH2:14][CH2:15][CH2:16][CH2:17][CH2:18][CH3:19]. The yield is 0.570. (3) The reactants are [CH2:1]([N:3]1[CH:7]=[C:6]([C:8]([O:10]CC)=[O:9])[CH:5]=[N:4]1)[CH3:2].[OH-].[Na+].Cl. The catalyst is CO. The product is [CH2:1]([N:3]1[CH:7]=[C:6]([C:8]([OH:10])=[O:9])[CH:5]=[N:4]1)[CH3:2]. The yield is 0.800. (4) The reactants are [OH:1][N:2]1[CH2:7][CH2:6][O:5][CH2:4][CH2:3]1.[C:8]1([Mg]Cl)[CH:13]=[CH:12][CH:11]=[CH:10][CH:9]=1.[Cl-].[NH4+]. The catalyst is ClCCl.O=[Mn]=O. The product is [C:8]1([CH:3]2[CH2:4][O:5][CH2:6][CH2:7][N:2]2[OH:1])[CH:13]=[CH:12][CH:11]=[CH:10][CH:9]=1. The yield is 0.110. (5) The reactants are [CH3:1][O:2][C:3]1[N:4]=[CH:5][C:6]2[CH:11]=[CH:10][NH:9][C:7]=2[N:8]=1.[CH3:12][O:13][C:14]1[CH:15]=[C:16]([CH:20]=[C:21]([O:25][CH3:26])[C:22]=1[O:23][CH3:24])[C:17](Cl)=[O:18].[Cl-].[Al+3].[Cl-].[Cl-]. The catalyst is C(Cl)Cl.C([Mg]Br)C.[Cl-].[Zn+2].[Cl-]. The product is [CH3:1][O:2][C:3]1[N:4]=[CH:5][C:6]2[C:11]([C:17]([C:16]3[CH:20]=[C:21]([O:25][CH3:26])[C:22]([O:23][CH3:24])=[C:14]([O:13][CH3:12])[CH:15]=3)=[O:18])=[CH:10][NH:9][C:7]=2[N:8]=1. The yield is 0.200. (6) The reactants are C(ON=O)CC(C)C.[Br:9][C:10]1[C:19]2[C:14](=[CH:15][CH:16]=[CH:17][CH:18]=2)[CH:13]=[C:12]([C:20]([O:22][CH3:23])=[O:21])[CH:11]=1.C(O)(=O)C1C(=CC=CC=1)N.C1(C)C=CC=CC=1. The catalyst is COCCOC.ClC(Cl)(Cl)C(O)=O. The product is [Br:9][C:10]1[C:19]2[C:14](=[CH:15][CH:16]=[CH:17][CH:18]=2)[CH:13]=[C:12]([C:20]([O:22][CH3:23])=[O:21])[CH:11]=1. The yield is 0.930.